Task: Predict the product of the given reaction.. Dataset: Forward reaction prediction with 1.9M reactions from USPTO patents (1976-2016) (1) Given the reactants [Cl:1][C:2]1[C:3]([CH3:23])=[CH:4][C:5]([CH2:21]O)=[C:6]([CH:8]2[CH2:13][CH2:12][N:11]([C:14]([O:16][C:17]([CH3:20])([CH3:19])[CH3:18])=[O:15])[CH2:10][CH2:9]2)[CH:7]=1.C(N(CC)CC)C.S([Cl:41])(C1C=CC(C)=CC=1)(=O)=O, predict the reaction product. The product is: [Cl:1][C:2]1[C:3]([CH3:23])=[CH:4][C:5]([CH2:21][Cl:41])=[C:6]([CH:8]2[CH2:13][CH2:12][N:11]([C:14]([O:16][C:17]([CH3:20])([CH3:19])[CH3:18])=[O:15])[CH2:10][CH2:9]2)[CH:7]=1. (2) Given the reactants [S:1](=[O:5])(=[O:4])([OH:3])[OH:2].[F:6][C:7]1[CH:12]=[CH:11][C:10]([F:13])=[CH:9][C:8]=1[C@H:14]1[CH2:18][CH2:17][CH2:16][N:15]1[C:19]1[CH:24]=[CH:23][N:22]2[N:25]=[CH:26][C:27]([NH:28][C:29]([N:31]3[CH2:35][CH2:34][C@H:33]([OH:36])[CH2:32]3)=[O:30])=[C:21]2[N:20]=1, predict the reaction product. The product is: [S:1]([OH:5])([OH:4])(=[O:3])=[O:2].[F:6][C:7]1[CH:12]=[CH:11][C:10]([F:13])=[CH:9][C:8]=1[C@H:14]1[CH2:18][CH2:17][CH2:16][N:15]1[C:19]1[CH:24]=[CH:23][N:22]2[N:25]=[CH:26][C:27]([NH:28][C:29]([N:31]3[CH2:35][CH2:34][C@H:33]([OH:36])[CH2:32]3)=[O:30])=[C:21]2[N:20]=1. (3) Given the reactants [F:1][CH:2]([F:30])[C:3]1[N:7]([C:8]2[CH:13]=[C:12]([N:14]3[CH2:19][CH2:18][O:17][CH2:16][CH2:15]3)[N:11]=[C:10](S(C)(=O)=O)[N:9]=2)[C:6]2[CH:24]=[CH:25][CH:26]=[C:27]([O:28][CH3:29])[C:5]=2[N:4]=1.[N:31]1([C:37]([O:39][C:40]([CH3:43])([CH3:42])[CH3:41])=[O:38])[CH2:36][CH2:35][NH:34][CH2:33][CH2:32]1, predict the reaction product. The product is: [F:1][CH:2]([F:30])[C:3]1[N:7]([C:8]2[CH:13]=[C:12]([N:14]3[CH2:19][CH2:18][O:17][CH2:16][CH2:15]3)[N:11]=[C:10]([N:34]3[CH2:33][CH2:32][N:31]([C:37]([O:39][C:40]([CH3:43])([CH3:42])[CH3:41])=[O:38])[CH2:36][CH2:35]3)[N:9]=2)[C:6]2[CH:24]=[CH:25][CH:26]=[C:27]([O:28][CH3:29])[C:5]=2[N:4]=1. (4) Given the reactants [CH:1]1([C@@H:4]([C:18]2[CH:23]=[CH:22][CH:21]=[CH:20][N:19]=2)[NH:5][C:6]([C:8]2[CH:9]=[C:10]3[C:14](=[CH:15][CH:16]=2)[NH:13][N:12]=[C:11]3I)=[O:7])[CH2:3][CH2:2]1.[CH3:24][N:25]1[CH2:30][CH2:29][CH:28]([O:31][C:32]2[CH:37]=[CH:36][C:35](B3OC(C)(C)C(C)(C)O3)=[CH:34][CH:33]=2)[CH2:27][CH2:26]1.C([O-])([O-])=O.[Na+].[Na+], predict the reaction product. The product is: [CH:1]1([C@@H:4]([C:18]2[CH:23]=[CH:22][CH:21]=[CH:20][N:19]=2)[NH:5][C:6]([C:8]2[CH:9]=[C:10]3[C:14](=[CH:15][CH:16]=2)[NH:13][N:12]=[C:11]3[C:35]2[CH:36]=[CH:37][C:32]([O:31][CH:28]3[CH2:27][CH2:26][N:25]([CH3:24])[CH2:30][CH2:29]3)=[CH:33][CH:34]=2)=[O:7])[CH2:3][CH2:2]1. (5) Given the reactants [Cl:1][C:2]1[CH:10]=[C:9]([Br:11])[CH:8]=[C:7]([Si:12]([CH3:15])([CH3:14])[CH3:13])[C:3]=1[C:4]([OH:6])=O.S(Cl)(Cl)=O.[CH3:20][CH2:21][N:22]([CH2:25]C)CC.[CH3:27][OH:28].[C:29]1([CH3:35])[CH:34]=CC=C[CH:30]=1, predict the reaction product. The product is: [CH2:21]([N:22]([CH:25]([O:28][CH3:27])[C:29]([CH3:30])([CH3:34])[CH3:35])[C:4](=[O:6])[C:3]1[C:7]([Si:12]([CH3:15])([CH3:14])[CH3:13])=[CH:8][C:9]([Br:11])=[CH:10][C:2]=1[Cl:1])[CH3:20]. (6) Given the reactants [NH2:1][C:2]([CH:7]1[CH2:16][CH2:15][C:14]2[C:9](=[CH:10][CH:11]=[C:12]([OH:17])[CH:13]=2)[CH2:8]1)([CH2:5][OH:6])[CH2:3][OH:4].O1CCCC1.O.C(=O)(O)[O-].[Na+].[C:29]([O:33][C:34](O[C:34]([O:33][C:29]([CH3:32])([CH3:31])[CH3:30])=[O:35])=[O:35])([CH3:32])([CH3:31])[CH3:30], predict the reaction product. The product is: [OH:4][CH2:3][C:2]([NH:1][C:34](=[O:35])[O:33][C:29]([CH3:32])([CH3:31])[CH3:30])([CH:7]1[CH2:16][CH2:15][C:14]2[C:9](=[CH:10][CH:11]=[C:12]([OH:17])[CH:13]=2)[CH2:8]1)[CH2:5][OH:6]. (7) Given the reactants [Cl:1][CH2:2][CH2:3][C:4]([O:6][CH2:7][CH2:8][CH2:9][CH2:10][CH2:11][CH2:12][O:13][C:14]1[CH:22]=[CH:21][C:17]([C:18]([OH:20])=[O:19])=[CH:16][CH:15]=1)=[O:5].FC(F)(F)C(OC(=O)C(F)(F)F)=O.O[C:37]1[CH:42]=[CH:41][C:40]([C:43]2[CH:48]=[CH:47][C:46]([C:49]#[N:50])=[CH:45][CH:44]=2)=[C:39]([CH3:51])[CH:38]=1.O, predict the reaction product. The product is: [C:49]([C:46]1[CH:45]=[CH:44][C:43]([C:40]2[CH:41]=[CH:42][C:37]([O:19][C:18](=[O:20])[C:17]3[CH:16]=[CH:15][C:14]([O:13][CH2:12][CH2:11][CH2:10][CH2:9][CH2:8][CH2:7][O:6][C:4](=[O:5])[CH2:3][CH2:2][Cl:1])=[CH:22][CH:21]=3)=[CH:38][C:39]=2[CH3:51])=[CH:48][CH:47]=1)#[N:50].